This data is from Catalyst prediction with 721,799 reactions and 888 catalyst types from USPTO. The task is: Predict which catalyst facilitates the given reaction. (1) The catalyst class is: 2. Product: [CH3:1][O:2][C:3](=[O:13])[C:4]1[C:5]([Cl:12])=[CH:6][C:7]([NH2:11])=[C:8]([Br:14])[C:9]=1[Cl:10]. Reactant: [CH3:1][O:2][C:3](=[O:13])[C:4]1[C:9]([Cl:10])=[CH:8][C:7]([NH2:11])=[CH:6][C:5]=1[Cl:12].[Br-:14].[Br-].[Br-].C([N+](CCCC)(CCCC)CCCC)CCC.C([N+](CCCC)(CCCC)CCCC)CCC.C([N+](CCCC)(CCCC)CCCC)CCC. (2) Reactant: Cl.[CH:2]([N:5]1[C:13]2[C:8](=[CH:9][CH:10]=[CH:11][CH:12]=2)[C:7]([C:14](=[O:24])[C:15]([NH:17][CH:18]2[CH2:23][CH2:22][NH:21][CH2:20][CH2:19]2)=[O:16])=[CH:6]1)([CH3:4])[CH3:3].C([O-])([O-])=O.[K+].[K+].Br[CH2:32][CH2:33][NH:34][C:35](=[O:41])[O:36][C:37]([CH3:40])([CH3:39])[CH3:38]. Product: [CH:2]([N:5]1[C:13]2[C:8](=[CH:9][CH:10]=[CH:11][CH:12]=2)[C:7]([C:14](=[O:24])[C:15]([NH:17][CH:18]2[CH2:19][CH2:20][N:21]([CH2:32][CH2:33][NH:34][C:35](=[O:41])[O:36][C:37]([CH3:40])([CH3:39])[CH3:38])[CH2:22][CH2:23]2)=[O:16])=[CH:6]1)([CH3:4])[CH3:3]. The catalyst class is: 10. (3) Reactant: [CH3:1][O:2][C:3]1[CH:4]=[C:5]([CH:10]=[C:11]([O:13][CH3:14])[CH:12]=1)[C:6]([O:8]C)=O.[Li+].C[Si]([N-][Si](C)(C)C)(C)C.[Cl:25][C:26]1[N:31]=[C:30]([CH3:32])[CH:29]=[CH:28][N:27]=1. Product: [CH3:14][O:13][C:11]1[CH:10]=[C:5]([C:6](=[O:8])[CH2:32][C:30]2[CH:29]=[CH:28][N:27]=[C:26]([Cl:25])[N:31]=2)[CH:4]=[C:3]([O:2][CH3:1])[CH:12]=1. The catalyst class is: 1. (4) Reactant: [CH3:1][C@H:2]1[CH2:7][CH2:6][C@H:5]([C:8]([Cl:10])=[O:9])[CH2:4][CH2:3]1.[CH3:11][O:12][C:13]([C:15]1[S:16][C:17]([Br:31])=[CH:18][C:19]=1[NH:20][CH:21]1[CH2:30][CH2:29][C:24]2([O:28][CH2:27][CH2:26][O:25]2)[CH2:23][CH2:22]1)=[O:14].N1C=CC=CC=1.CO. Product: [CH3:1][C@H:2]1[CH2:7][CH2:6][C@H:5]([C:8]([Cl:10])=[O:9])[CH2:4][CH2:3]1.[CH3:11][O:12][C:13]([C:15]1[S:16][C:17]([Br:31])=[CH:18][C:19]=1[N:20]([CH:21]1[CH2:22][CH2:23][C:24]2([O:28][CH2:27][CH2:26][O:25]2)[CH2:29][CH2:30]1)[C:8]([C@H:5]1[CH2:6][CH2:7][C@H:2]([CH3:1])[CH2:3][CH2:4]1)=[O:9])=[O:14]. The catalyst class is: 11. (5) Reactant: [Br:1][C:2]1[CH:7]=[CH:6][C:5]([OH:8])=[CH:4][C:3]=1[Cl:9].[C:10]1(B(O)O)[CH:15]=[CH:14][CH:13]=[CH:12][CH:11]=1. Product: [Br:1][C:2]1[CH:7]=[CH:6][C:5]([O:8][C:10]2[CH:15]=[CH:14][CH:13]=[CH:12][CH:11]=2)=[CH:4][C:3]=1[Cl:9]. The catalyst class is: 2. (6) Reactant: [OH:1][CH2:2][CH2:3][CH2:4][NH:5][C:6]([C:8]1[C:9]([CH3:50])=[C:10]2[CH:31]=[C:29]3[N:30]=[C:26]([C:27]([CH3:34])=[C:28]3[CH2:32][CH3:33])[CH:25]=[C:23]3[NH:24][C:20]([C:21]([CH3:37])=[C:22]3[CH:35]=[CH2:36])=[CH:19][C:17]3=[N:18][C:14]([CH:15]([CH2:39][CH2:40][C:41]([O:43][CH3:44])=[O:42])[CH:16]3[CH3:38])=[C:13]([CH2:45][C:46]([O:48][CH3:49])=[O:47])[C:12]=1[NH:11]2)=[O:7].N1C=CC=CC=1.[C:57](OC(=O)C)(=[O:59])[CH3:58].O. Product: [C:57]([O:1][CH2:2][CH2:3][CH2:4][NH:5][C:6]([C:8]1[C:9]([CH3:50])=[C:10]2[CH:31]=[C:29]3[N:30]=[C:26]([C:27]([CH3:34])=[C:28]3[CH2:32][CH3:33])[CH:25]=[C:23]3[NH:24][C:20]([C:21]([CH3:37])=[C:22]3[CH:35]=[CH2:36])=[CH:19][C:17]3=[N:18][C:14]([CH:15]([CH2:39][CH2:40][C:41]([O:43][CH3:44])=[O:42])[CH:16]3[CH3:38])=[C:13]([CH2:45][C:46]([O:48][CH3:49])=[O:47])[C:12]=1[NH:11]2)=[O:7])(=[O:59])[CH3:58]. The catalyst class is: 4.